From a dataset of Peptide-MHC class II binding affinity with 134,281 pairs from IEDB. Regression. Given a peptide amino acid sequence and an MHC pseudo amino acid sequence, predict their binding affinity value. This is MHC class II binding data. The peptide sequence is KMIGGIGGFIKVRQYDQIPI. The MHC is HLA-DQA10501-DQB10201 with pseudo-sequence HLA-DQA10501-DQB10201. The binding affinity (normalized) is 0.170.